From a dataset of Forward reaction prediction with 1.9M reactions from USPTO patents (1976-2016). Predict the product of the given reaction. (1) Given the reactants [F:1][C:2]1[C:7](I)=[C:6]([F:9])[C:5]([O:10][CH3:11])=[CH:4][C:3]=1[O:12][CH3:13].[CH3:14][Si:15]([C:18]#[CH:19])([CH3:17])[CH3:16].C(N(CC)CC)C.CN(C)C=O, predict the reaction product. The product is: [F:1][C:2]1[C:3]([O:12][CH3:13])=[CH:4][C:5]([O:10][CH3:11])=[C:6]([F:9])[C:7]=1[C:19]#[C:18][Si:15]([CH3:17])([CH3:16])[CH3:14]. (2) Given the reactants C[Si]([NH:5][C:6]1[N:11]=[C:10]([O:12][Si](C)(C)C)[N:9]=[CH:8][N:7]=1)(C)C.C(O[C@@H:21]1[O:43][C@H:42]([CH2:44][O:45]C(=O)C2C=CC=CC=2)[C@@H:32]([O:33]C(=O)C2C=CC=CC=2)[C@H:22]1[O:23]C(=O)C1C=CC=CC=1)(=O)C.CC#N.S(O)(C(F)(F)F)(=O)=O, predict the reaction product. The product is: [CH:8]1[N:9]([C@@H:21]2[O:43][C@H:42]([CH2:44][OH:45])[C@@H:32]([OH:33])[C@H:22]2[OH:23])[C:10](=[O:12])[N:11]=[C:6]([NH2:5])[N:7]=1. (3) Given the reactants COC1C=C(OC)C=CC=1C[O:6][N:7]1[C:12](=[O:13])[C:11]2[S:14][C:15]3[CH:20]=[CH:19][C:18]([N+:21]([O-:23])=[O:22])=[CH:17][C:16]=3[C:10]=2[NH:9][C:8]1=[O:24].[C:31]1([C:37]2[CH:44]=[CH:43][CH:42]=[CH:41][C:38]=2[CH2:39]Br)[CH:36]=[CH:35][CH:34]=[CH:33][CH:32]=1, predict the reaction product. The product is: [C:37]1([C:31]2[CH:32]=[CH:33][CH:34]=[CH:35][CH:36]=2)[CH:44]=[CH:43][CH:42]=[CH:41][C:38]=1[CH2:39][N:9]1[C:10]2[C:16]3[CH:17]=[C:18]([N+:21]([O-:23])=[O:22])[CH:19]=[CH:20][C:15]=3[S:14][C:11]=2[C:12](=[O:13])[N:7]([OH:6])[C:8]1=[O:24].